From a dataset of Experimentally validated miRNA-target interactions with 360,000+ pairs, plus equal number of negative samples. Binary Classification. Given a miRNA mature sequence and a target amino acid sequence, predict their likelihood of interaction. (1) The miRNA is hsa-miR-6753-3p with sequence UGGUCUGUCUCUGCCCUGGCAC. The protein sequence of the target gene is MSGFLEGSRCSECMDWGEKRNTIASIAAGVLFFTGWWIIIDAAVMYPRMDQFNHSYHTCGVIATIAFLMINAVSNGQVRGDSYSEGCLGQTGARIWLFIGFMLAFGSLIASMWILFGGYVAKEKDVVYPGIAVFFQNAFIFFGGLVFKFGRTEDLWQ. Result: 0 (no interaction). (2) The miRNA is hsa-miR-634 with sequence AACCAGCACCCCAACUUUGGAC. The protein sequence of the target gene is MPQLGGGGGGGGGGSGGGGGSSAGAAGGGDDLGANDELIPFQDEGGEEQEPSSDSASAQRDLDEVKSSLVNESENQSSSSDSEAERRPQPVRDTFQKPRDYFAEVRRPQDSAFFKGPPYPGYPFLMIPDLSSPYLSNGPLSPGGARTYLQMKWPLLDVPSSATVKDTRSPSPAHLSNKVPVVQHPHHMHPLTPLITYSNDHFSPGSPPTHLSPEIDPKTGIPRPPHPSELSPYYPLSPGAVGQIPHPLGWLVPQQGQPMYSLPPGGFRHPYPALAMNASMSSLVSSRFSPHMVAPAHPGL.... Result: 0 (no interaction).